Dataset: Catalyst prediction with 721,799 reactions and 888 catalyst types from USPTO. Task: Predict which catalyst facilitates the given reaction. (1) Reactant: [CH3:1][C@H:2]1[C@H:12]2[C@H:13]3[C@:17]([CH3:20])([CH2:18][CH2:19][C@@H:11]2[C:5]2[CH2:6][CH2:7][C:8]([CH2:10][C:4]=2[CH2:3]1)=[O:9])[C@:16]([OH:23])([C:21]#[CH:22])[CH2:15][CH2:14]3.[CH2:24]([OH:35])[C@H:25]([C@H:27]([C@@H:29]([C@@H:31]([CH2:33][OH:34])[OH:32])[OH:30])[OH:28])[OH:26]. Product: [CH3:1][C@H:2]1[C@H:12]2[C@H:13]3[C@:17]([CH3:20])([CH2:18][CH2:19][C@@H:11]2[C:5]2[CH2:6][CH2:7][C:8]([CH2:10][C:4]=2[CH2:3]1)=[O:9])[C@:16]([OH:23])([C:21]#[CH:22])[CH2:15][CH2:14]3.[CH2:33]([OH:34])[C@H:31]([C@H:29]([C@@H:27]([C@@H:25]([CH2:24][OH:35])[OH:26])[OH:28])[OH:30])[OH:32]. The catalyst class is: 8. (2) Product: [CH3:1][O:2][C:3](=[O:12])[C:4]1[CH:9]=[CH:8][CH:7]=[C:6]([NH:10][C:13](=[O:15])[CH3:14])[C:5]=1[Br:11]. Reactant: [CH3:1][O:2][C:3](=[O:12])[C:4]1[CH:9]=[CH:8][CH:7]=[C:6]([NH2:10])[C:5]=1[Br:11].[C:13](OC(=O)C)(=[O:15])[CH3:14]. The catalyst class is: 2. (3) Reactant: [Cl:1][C:2]1[CH:7]=[C:6]([Cl:8])[CH:5]=[CH:4][C:3]=1[C:9]1[N:10]([C:27]2[CH:32]=[CH:31][C:30]([OH:33])=[CH:29][CH:28]=2)[C:11]([CH3:26])=[C:12]([C:14]([NH:16][C@H:17]2[CH2:22][CH2:21][CH2:20][CH2:19][C@H:18]2[N:23]([CH3:25])[CH3:24])=[O:15])[N:13]=1.[F:34][C:35]([F:43])([F:42])[CH2:36][CH2:37][S:38](Cl)(=[O:40])=[O:39]. Product: [F:34][C:35]([F:43])([F:42])[CH2:36][CH2:37][S:38]([O:33][C:30]1[CH:31]=[CH:32][C:27]([N:10]2[C:11]([CH3:26])=[C:12]([C:14]([NH:16][C@H:17]3[CH2:22][CH2:21][CH2:20][CH2:19][C@H:18]3[N:23]([CH3:24])[CH3:25])=[O:15])[N:13]=[C:9]2[C:3]2[CH:4]=[CH:5][C:6]([Cl:8])=[CH:7][C:2]=2[Cl:1])=[CH:28][CH:29]=1)(=[O:40])=[O:39]. The catalyst class is: 2. (4) Product: [CH3:1][C:2]1[C:8](=[O:9])[C:7]([O:10][CH3:11])=[C:6]([O:12][CH3:13])[C:4](=[O:5])[C:3]=1[CH2:14]/[CH:15]=[C:16](/[CH2:18][CH2:19]/[CH:20]=[C:21](/[CH2:23][CH2:24]/[CH:25]=[C:26](/[CH2:28][CH2:29]/[CH:30]=[C:31](/[CH2:33][CH2:34]/[CH:35]=[C:36](/[CH2:38][CH2:39]/[CH:40]=[C:41](/[CH2:43][CH2:44]/[CH:45]=[C:46](/[CH2:48][CH2:49]/[CH:50]=[C:51](/[CH2:53][CH2:54]/[CH:55]=[C:56](/[CH2:58][CH2:59][CH:60]=[C:61]([CH3:63])[CH3:62])\[CH3:57])\[CH3:52])\[CH3:47])\[CH3:42])\[CH3:37])\[CH3:32])\[CH3:27])\[CH3:22])\[CH3:17].[OH2:5]. Reactant: [CH3:1][C:2]1[C:8](=[O:9])[C:7]([O:10][CH3:11])=[C:6]([O:12][CH3:13])[C:4](=[O:5])[C:3]=1[CH2:14]/[CH:15]=[C:16](/[CH2:18][CH2:19]/[CH:20]=[C:21](/[CH2:23][CH2:24]/[CH:25]=[C:26](/[CH2:28][CH2:29]/[CH:30]=[C:31](/[CH2:33][CH2:34]/[CH:35]=[C:36](/[CH2:38][CH2:39]/[CH:40]=[C:41](/[CH2:43][CH2:44]/[CH:45]=[C:46](/[CH2:48][CH2:49]/[CH:50]=[C:51](/[CH2:53][CH2:54]/[CH:55]=[C:56](/[CH2:58][CH2:59][CH:60]=[C:61]([CH3:63])[CH3:62])\[CH3:57])\[CH3:52])\[CH3:47])\[CH3:42])\[CH3:37])\[CH3:32])\[CH3:27])\[CH3:22])\[CH3:17]. The catalyst class is: 6.